This data is from Catalyst prediction with 721,799 reactions and 888 catalyst types from USPTO. The task is: Predict which catalyst facilitates the given reaction. Reactant: [C:1]12([NH:11][CH2:12][C:13]3[CH:22]=[CH:21][C:16]([C:17]([O:19]C)=[O:18])=[CH:15][CH:14]=3)[CH2:10][CH:5]3[CH2:6][CH:7]([CH2:9][CH:3]([CH2:4]3)[CH2:2]1)[CH2:8]2.[OH-].[Na+].C(O)(=O)C. Product: [C:1]12([NH:11][CH2:12][C:13]3[CH:14]=[CH:15][C:16]([C:17]([OH:19])=[O:18])=[CH:21][CH:22]=3)[CH2:10][CH:5]3[CH2:6][CH:7]([CH2:9][CH:3]([CH2:4]3)[CH2:2]1)[CH2:8]2. The catalyst class is: 24.